The task is: Predict which catalyst facilitates the given reaction.. This data is from Catalyst prediction with 721,799 reactions and 888 catalyst types from USPTO. (1) Reactant: Br[C:2]1[CH:6]=[C:5]([C:7]#[C:8][C:9]([CH3:12])([CH3:11])[CH3:10])[S:4][C:3]=1[C:13]([O:15][CH3:16])=[O:14].[O:17]1[CH2:22][CH2:21][N:20]([CH2:23][CH2:24][NH2:25])[CH2:19][CH2:18]1.C(=O)([O-])[O-].[Cs+].[Cs+].COC1C=CC=C(OC)C=1C1C=CC=CC=1P(C1CCCCC1)C1CCCCC1. Product: [CH3:10][C:9]([CH3:12])([CH3:11])[C:8]#[C:7][C:5]1[S:4][C:3]([C:13]([O:15][CH3:16])=[O:14])=[C:2]([NH:25][CH2:24][CH2:23][N:20]2[CH2:21][CH2:22][O:17][CH2:18][CH2:19]2)[CH:6]=1. The catalyst class is: 110. (2) Reactant: [NH:1]1[CH:5]=[N:4][C:3]([NH2:6])=[N:2]1.O=[C:8]1[CH2:13][CH2:12][CH:11]([C:14]([O:16][CH2:17][CH3:18])=[O:15])[CH2:10][CH2:9]1.C([BH3-])#N.[Na+].O. Product: [N:1]1[N:2]=[C:3]([NH:6][CH:8]2[CH2:13][CH2:12][CH:11]([C:14]([O:16][CH2:17][CH3:18])=[O:15])[CH2:10][CH2:9]2)[NH:4][CH:5]=1. The catalyst class is: 15.